The task is: Predict which catalyst facilitates the given reaction.. This data is from Catalyst prediction with 721,799 reactions and 888 catalyst types from USPTO. (1) Reactant: [Cl:1][C:2]1[C:3]([C:8]2[CH2:12][C:11]3([CH2:17][CH2:16][NH:15][CH2:14][CH2:13]3)[O:10][N:9]=2)=[N:4][CH:5]=[CH:6][CH:7]=1.C(N(CC)CC)C.[C:25]([C:29]1[CH:34]=[CH:33][C:32]([N:35]=[C:36]=[O:37])=[CH:31][CH:30]=1)([CH3:28])([CH3:27])[CH3:26]. Product: [C:25]([C:29]1[CH:34]=[CH:33][C:32]([NH:35][C:36]([N:15]2[CH2:16][CH2:17][C:11]3([O:10][N:9]=[C:8]([C:3]4[C:2]([Cl:1])=[CH:7][CH:6]=[CH:5][N:4]=4)[CH2:12]3)[CH2:13][CH2:14]2)=[O:37])=[CH:31][CH:30]=1)([CH3:28])([CH3:26])[CH3:27]. The catalyst class is: 11. (2) Reactant: [Li]CCCC.[OH:6][CH2:7]/[CH:8]=[C:9](/[CH2:11][CH2:12]/[CH:13]=[C:14](\[CH2:16][CH2:17][CH:18]=[C:19]([CH3:21])[CH3:20])/[CH3:15])\[CH3:10].[CH3:22][C:23]([O:26][C:27](O[C:27]([O:26][C:23]([CH3:25])([CH3:24])[CH3:22])=[O:28])=[O:28])([CH3:25])[CH3:24]. Product: [C:27](=[O:28])([O:26][C:23]([CH3:25])([CH3:24])[CH3:22])[O:6][CH2:7]/[CH:8]=[C:9](/[CH2:11][CH2:12]/[CH:13]=[C:14](\[CH2:16][CH2:17][CH:18]=[C:19]([CH3:21])[CH3:20])/[CH3:15])\[CH3:10]. The catalyst class is: 1. (3) Reactant: [Cl:1][C:2]1[CH:7]=[CH:6][C:5]([NH:8][C@H:9]2[C:18]3[C:13](=[CH:14][CH:15]=[CH:16][CH:17]=3)[N:12]([C:19]([C:21]3[CH:26]=[CH:25][C:24]([F:27])=[CH:23][CH:22]=3)=[O:20])[C@@H:11]([CH3:28])[CH2:10]2)=[CH:4][CH:3]=1.C(N(C(C)C)CC)(C)C.[C:38](Cl)(=[O:40])[CH3:39]. Product: [Cl:1][C:2]1[CH:7]=[CH:6][C:5]([N:8]([CH:9]2[C:18]3[C:13](=[CH:14][CH:15]=[CH:16][CH:17]=3)[N:12]([C:19](=[O:20])[C:21]3[CH:22]=[CH:23][C:24]([F:27])=[CH:25][CH:26]=3)[CH:11]([CH3:28])[CH2:10]2)[C:38](=[O:40])[CH3:39])=[CH:4][CH:3]=1. The catalyst class is: 2. (4) Reactant: [Cl:1][C:2]1[CH:3]=[CH:4][C:5]([CH2:8][O:9][C:10]2[CH:15]=[CH:14][N:13]([C:16]3[CH:17]=[N:18][C:19]([NH:22][CH2:23][CH2:24][N:25]4[CH2:29][CH2:28][CH2:27][CH2:26]4)=[CH:20][CH:21]=3)[C:12](=[O:30])[CH:11]=2)=[N:6][CH:7]=1.CCN(CC)CC.[C:38](Cl)(=[O:40])[CH3:39]. Product: [Cl:1][C:2]1[CH:3]=[CH:4][C:5]([CH2:8][O:9][C:10]2[CH:15]=[CH:14][N:13]([C:16]3[CH:17]=[N:18][C:19]([NH:22][CH:23]([C:38](=[O:40])[CH3:39])[CH2:24][N:25]4[CH2:26][CH2:27][CH2:28][CH2:29]4)=[CH:20][CH:21]=3)[C:12](=[O:30])[CH:11]=2)=[N:6][CH:7]=1. The catalyst class is: 2. (5) Reactant: [Cl:1][C:2]1[C:10]2[NH:9][CH2:8][C@@H:7]3[CH2:11][N:12](C(OC(C)(C)C)=O)[CH2:13][CH2:14][C:5]([C:6]=23)=[CH:4][CH:3]=1.[CH2:22](I)[CH2:23][CH3:24].CN(C=O)C.[H-].[Na+]. Product: [Cl:1][C:2]1[C:10]2[N:9]([CH2:22][CH2:23][CH3:24])[CH2:8][C@@H:7]3[CH2:11][NH:12][CH2:13][CH2:14][C:5]([C:6]=23)=[CH:4][CH:3]=1. The catalyst class is: 6. (6) Reactant: [CH2:1]([O:3][C:4](=[O:28])[CH2:5][CH2:6][N:7]([C:21]([O:23][C:24]([CH3:27])([CH3:26])[CH3:25])=[O:22])[CH2:8][C:9]([N:11]1[C:19]2[C:14](=[CH:15][C:16]([OH:20])=[CH:17][CH:18]=2)[CH2:13][CH2:12]1)=[O:10])[CH3:2].[C:29]1([C:35]2[CH:40]=[CH:39][C:38]([CH2:41]O)=[CH:37][C:36]=2[C:43]([F:46])([F:45])[F:44])[CH2:34][CH2:33][CH2:32][CH2:31][CH:30]=1.C1(P(C2C=CC=CC=2)C2C=CC=CC=2)C=CC=CC=1.CCOC(/N=N/C(OCC)=O)=O. Product: [CH2:1]([O:3][C:4](=[O:28])[CH2:5][CH2:6][N:7]([C:21]([O:23][C:24]([CH3:27])([CH3:26])[CH3:25])=[O:22])[CH2:8][C:9]([N:11]1[C:19]2[C:14](=[CH:15][C:16]([O:20][CH2:41][C:38]3[CH:39]=[CH:40][C:35]([C:29]4[CH2:34][CH2:33][CH2:32][CH2:31][CH:30]=4)=[C:36]([C:43]([F:44])([F:45])[F:46])[CH:37]=3)=[CH:17][CH:18]=2)[CH2:13][CH2:12]1)=[O:10])[CH3:2]. The catalyst class is: 1. (7) Reactant: [CH3:1][O:2]N.Cl.C(Cl)Cl.[BH3-][C:9]#[N:10].[Na+].Cl.N1[CH:18]=[CH:17][CH:16]=[CH:15][CH:14]=1. Product: [CH3:1][O:2][NH:10][CH2:9][C:14]1[CH:18]=[CH:17][C:16]2[C:16](=[CH:17][CH:18]=[CH:14][CH:15]=2)[CH:15]=1. The catalyst class is: 14.